This data is from Reaction yield outcomes from USPTO patents with 853,638 reactions. The task is: Predict the reaction yield, written as a fraction of the theoretical maximum amount of product (1.0 means a 100% yield; for example, 0.34 means a 34% yield). (1) The reactants are [C:1](=[O:4])([O-])O.[Na+].[CH:6]([O:9][C:10](=[O:12])[CH3:11])(C)C.[F:13][C:14]([F:23])([F:22])[C:15]1[CH:16]=[C:17]([CH:19]=[CH:20][CH:21]=1)[NH2:18].CC(C(Cl)=O)C(Cl)=O. No catalyst specified. The product is [O:4]=[C:1]([NH:18][C:17]1[CH:19]=[CH:20][CH:21]=[C:15]([C:14]([F:13])([F:22])[F:23])[CH:16]=1)[CH2:11][C:10]([O:9][CH3:6])=[O:12]. The yield is 0.910. (2) The reactants are [CH2:1]([O:8][C:9](=[O:18])[NH:10][C@H:11]1[CH2:16][CH2:15][C@H:14]([OH:17])[CH2:13][CH2:12]1)[C:2]1[CH:7]=[CH:6][CH:5]=[CH:4][CH:3]=1.[Br:19][CH2:20][CH2:21][CH2:22][CH2:23][CH2:24][CH2:25]Br.[OH-].[Na+]. The catalyst is S([O-])(O)(=O)=O.C([N+](CCCC)(CCCC)CCCC)CCC.C(Cl)Cl. The product is [CH2:1]([O:8][C:9](=[O:18])[NH:10][C@H:11]1[CH2:16][CH2:15][C@H:14]([O:17][CH2:25][CH2:24][CH2:23][CH2:22][CH2:21][CH2:20][Br:19])[CH2:13][CH2:12]1)[C:2]1[CH:3]=[CH:4][CH:5]=[CH:6][CH:7]=1. The yield is 0.140.